From a dataset of Forward reaction prediction with 1.9M reactions from USPTO patents (1976-2016). Predict the product of the given reaction. (1) Given the reactants [F:1][C:2]([F:7])([F:6])[C:3]([OH:5])=[O:4].[CH:8]1([N:11]2[C:15]3[C:16]([O:34][C@@H:35]([C@H:37]4[CH2:41][NH:40][C:39](=[O:42])[CH2:38]4)[CH3:36])=[N:17][C:18]([C:20]4[CH:25]=[CH:24][C:23]([N:26]5[CH2:31][CH2:30][NH:29][CH2:28][CH2:27]5)=[C:22]([O:32][CH3:33])[CH:21]=4)=[CH:19][C:14]=3[N:13]=[CH:12]2)[CH2:10][CH2:9]1.C(N(CC)CC)C.[CH3:50][S:51](O[S:51]([CH3:50])(=[O:53])=[O:52])(=[O:53])=[O:52], predict the reaction product. The product is: [CH:8]1([N:11]2[C:15]3[C:16]([O:34][C@@H:35]([C@H:37]4[CH2:41][NH:40][C:39](=[O:42])[CH2:38]4)[CH3:36])=[N:17][C:18]([C:20]4[CH:25]=[CH:24][C:23]([N:26]5[CH2:31][CH2:30][N:29]([S:51]([CH3:50])(=[O:53])=[O:52])[CH2:28][CH2:27]5)=[C:22]([O:32][CH3:33])[CH:21]=4)=[CH:19][C:14]=3[N:13]=[CH:12]2)[CH2:10][CH2:9]1.[F:1][C:2]([F:7])([F:6])[C:3]([OH:5])=[O:4]. (2) Given the reactants [N:1]1([CH2:6][CH2:7][CH2:8][CH2:9][C:10]2[CH:26]=[CH:25][C:13]([O:14][CH2:15][C:16]3[N:17]=[C:18]([NH:21]C(=O)C)[S:19][CH:20]=3)=[CH:12][CH:11]=2)[CH:5]=[CH:4][N:3]=[N:2]1.[OH-].[Li+], predict the reaction product. The product is: [N:1]1([CH2:6][CH2:7][CH2:8][CH2:9][C:10]2[CH:11]=[CH:12][C:13]([O:14][CH2:15][C:16]3[N:17]=[C:18]([NH2:21])[S:19][CH:20]=3)=[CH:25][CH:26]=2)[CH:5]=[CH:4][N:3]=[N:2]1. (3) Given the reactants [CH:1]1([O:6][C:7]2[N:15]=[C:14]3[C:10]([N:11]=[CH:12][N:13]3[C@@H:16]3[O:22][C@H:21]([CH3:23])[C@@H:19]([OH:20])[C@H:17]3[OH:18])=[C:9]([NH2:24])[N:8]=2)[CH2:5][CH2:4][CH2:3][CH2:2]1.CO[CH:27](OC)[C:28]1[CH:33]=[CH:32][CH:31]=[CH:30][CH:29]=1.P(Cl)(Cl)(Cl)=O, predict the reaction product. The product is: [CH2:27]([O:18][C@@H:17]1[C@H:19]([OH:20])[C@@H:21]([CH3:23])[O:22][C@H:16]1[N:13]1[CH:12]=[N:11][C:10]2[C:14]1=[N:15][C:7]([O:6][CH:1]1[CH2:2][CH2:3][CH2:4][CH2:5]1)=[N:8][C:9]=2[NH2:24])[C:28]1[CH:33]=[CH:32][CH:31]=[CH:30][CH:29]=1. (4) The product is: [CH3:7][N:4]1[CH:5]=[CH:6][C:2]([B:11]2[O:12][C:13]([CH3:15])([CH3:14])[C:9]([CH3:25])([CH3:8])[O:10]2)=[N:3]1. Given the reactants Br[C:2]1[CH:6]=[CH:5][N:4]([CH3:7])[N:3]=1.[CH3:8][C:9]1([CH3:25])[C:13]([CH3:15])([CH3:14])[O:12][B:11]([B:11]2[O:12][C:13]([CH3:15])([CH3:14])[C:9]([CH3:25])([CH3:8])[O:10]2)[O:10]1.C([O-])(=O)C.[K+], predict the reaction product. (5) Given the reactants ClCCl.B(F)(F)F.C(Cl)(Cl)Cl.C[O:13][C:14]1[CH:19]=[CH:18][C:17]([C:20]2[C:29]3[C:24](=[CH:25][CH:26]=[CH:27][CH:28]=3)[C:23]3=[N:30][N:31]=[C:32]([C:33]4[CH:38]=[CH:37][CH:36]=[CH:35][CH:34]=4)[N:22]3[N:21]=2)=[CH:16][CH:15]=1, predict the reaction product. The product is: [C:33]1([C:32]2[N:22]3[N:21]=[C:20]([C:17]4[CH:16]=[CH:15][C:14]([OH:13])=[CH:19][CH:18]=4)[C:29]4[C:24]([C:23]3=[N:30][N:31]=2)=[CH:25][CH:26]=[CH:27][CH:28]=4)[CH:34]=[CH:35][CH:36]=[CH:37][CH:38]=1. (6) Given the reactants [C:1]([O:5][C:6]([NH:8][C@@H:9]([C:23]([CH3:26])([CH3:25])[CH3:24])[C:10]([N:12]1[CH2:16][C@@H:15]2[CH2:17][CH2:18][CH2:19][C@@H:14]2[C@H:13]1[C:20](O)=[O:21])=[O:11])=[O:7])([CH3:4])([CH3:3])[CH3:2].C(N=C=NCCCN(C)C)C.ON1C2C=CC=CC=2N=N1.CN1CCOCC1.[NH2:55][C@@H:56]([CH2:65][CH2:66][CH3:67])[CH:57]([OH:64])[C:58]([NH:60][CH:61]1[CH2:63][CH2:62]1)=[O:59].Cl.N[C@@H](CCC)C(O)C(NC1CC1)=O, predict the reaction product. The product is: [CH:61]1([NH:60][C:58](=[O:59])[CH:57]([OH:64])[C@@H:56]([NH:55][C:20]([C@@H:13]2[C@H:14]3[CH2:19][CH2:18][CH2:17][C@H:15]3[CH2:16][N:12]2[C:10](=[O:11])[C@@H:9]([NH:8][C:6](=[O:7])[O:5][C:1]([CH3:4])([CH3:2])[CH3:3])[C:23]([CH3:24])([CH3:26])[CH3:25])=[O:21])[CH2:65][CH2:66][CH3:67])[CH2:63][CH2:62]1.